From a dataset of Forward reaction prediction with 1.9M reactions from USPTO patents (1976-2016). Predict the product of the given reaction. (1) The product is: [CH3:23][C:18]1[C:17]([CH2:16][N:6]2[CH:5]=[C:4]([N+:1]([O-:3])=[O:2])[CH:8]=[N:7]2)=[C:21]([CH3:22])[O:20][N:19]=1. Given the reactants [N+:1]([C:4]1[CH:5]=[N:6][NH:7][CH:8]=1)([O-:3])=[O:2].C(=O)([O-])[O-].[Cs+].[Cs+].Cl[CH2:16][C:17]1[C:18]([CH3:23])=[N:19][O:20][C:21]=1[CH3:22], predict the reaction product. (2) Given the reactants [CH3:1][C:2]1[C:6]2[CH:7]=[CH:8][C:9]([C:11]([F:14])([F:13])[F:12])=[CH:10][C:5]=2[S:4][C:3]=1[CH:15]([CH2:30][CH2:31][CH2:32][CH3:33])[CH2:16][CH2:17][S:18][C:19]1[S:20][CH:21]=[C:22]([CH2:24][C:25]([O:27]CC)=[O:26])[N:23]=1.[OH-].[Na+], predict the reaction product. The product is: [CH3:1][C:2]1[C:6]2[CH:7]=[CH:8][C:9]([C:11]([F:13])([F:14])[F:12])=[CH:10][C:5]=2[S:4][C:3]=1[CH:15]([CH2:30][CH2:31][CH2:32][CH3:33])[CH2:16][CH2:17][S:18][C:19]1[S:20][CH:21]=[C:22]([CH2:24][C:25]([OH:27])=[O:26])[N:23]=1. (3) Given the reactants O.[F:2][C:3]([F:16])([F:15])[C:4]1[CH:5]=[C:6]([CH:12]=[CH:13][CH:14]=1)[CH:7]=[CH:8][C:9]([OH:11])=[O:10].[H][H], predict the reaction product. The product is: [F:2][C:3]([F:15])([F:16])[C:4]1[CH:5]=[C:6]([CH2:7][CH2:8][C:9]([OH:11])=[O:10])[CH:12]=[CH:13][CH:14]=1.